Predict the product of the given reaction. From a dataset of Forward reaction prediction with 1.9M reactions from USPTO patents (1976-2016). (1) Given the reactants [CH3:1][N:2]([CH2:18][CH:19]=[CH2:20])[C:3](=[O:17])[C:4]1[C:12]([I:13])=[C:11]([NH2:14])[C:10]([I:15])=[C:6]([C:7]([OH:9])=O)[C:5]=1[I:16].[C:21]([OH:24])(=[O:23])[CH3:22].[C:25]([OH:28])(=[O:27])[CH3:26].[C:29]([OH:32])(=O)[CH3:30].O=C([Cl:41])[C@H]([C@@H](CO)O)O.[C:42]([O:45][CH2:46][CH3:47])(=[O:44])[CH3:43], predict the reaction product. The product is: [C:21]([O:24][CH:47]([CH2:46][O:45][C:42](=[O:44])[CH3:43])[CH:30]([O:27][C:25](=[O:28])[CH3:26])[C:29](=[O:32])[NH:14][C:11]1[C:10]([I:15])=[C:6]([C:7]([Cl:41])=[O:9])[C:5]([I:16])=[C:4]([C:3](=[O:17])[N:2]([CH2:18][CH:19]=[CH2:20])[CH3:1])[C:12]=1[I:13])(=[O:23])[CH3:22]. (2) Given the reactants Cl[C:2](Cl)([O:4]C(=O)OC(Cl)(Cl)Cl)Cl.[F:13][C:14]([F:35])([F:34])[C:15]1[CH:16]=[C:17]([C:21]2[CH:22]=[CH:23][C:24]3[N:31]4[CH2:32][C@H:27]([CH2:28][CH2:29][CH2:30]4)[NH:26][C:25]=3[N:33]=2)[CH:18]=[CH:19][CH:20]=1.C(N(CC)C(C)C)(C)C.[C:45]([O:49][C:50](=[O:66])[NH:51][CH2:52][CH2:53][N:54]1[CH:58]=[C:57]([C:59]2[CH:64]=[CH:63][CH:62]=[C:61]([NH2:65])[CH:60]=2)[N:56]=[N:55]1)([CH3:48])([CH3:47])[CH3:46], predict the reaction product. The product is: [C:45]([O:49][C:50](=[O:66])[NH:51][CH2:52][CH2:53][N:54]1[CH:58]=[C:57]([C:59]2[CH:64]=[CH:63][CH:62]=[C:61]([NH:65][C:2]([N:26]3[C@@H:27]4[CH2:32][N:31]([CH2:30][CH2:29][CH2:28]4)[C:24]4[CH:23]=[CH:22][C:21]([C:17]5[CH:18]=[CH:19][CH:20]=[C:15]([C:14]([F:34])([F:13])[F:35])[CH:16]=5)=[N:33][C:25]3=4)=[O:4])[CH:60]=2)[N:56]=[N:55]1)([CH3:48])([CH3:46])[CH3:47]. (3) Given the reactants [C:1]([S@@:5](/[N:7]=[CH:8]/[C:9]1[CH:10]=[C:11]([CH:16]=[CH:17][CH:18]=1)[C:12]([O:14][CH3:15])=[O:13])=[O:6])([CH3:4])([CH3:3])[CH3:2].[CH2:19]([Zn]CC)[CH3:20].CCCCCC.C([Mg]Br)C.C(OCC)C.[Cl-].[NH4+], predict the reaction product. The product is: [C:1]([S@@:5]([NH:7][C@H:8]([C:9]1[CH:10]=[C:11]([CH:16]=[CH:17][CH:18]=1)[C:12]([O:14][CH3:15])=[O:13])[CH2:19][CH3:20])=[O:6])([CH3:4])([CH3:2])[CH3:3]. (4) Given the reactants [N:1]1([C:7]2[C:8]3[CH:31]=[CH:30][N:29]([CH2:32][CH:33]=[O:34])[C:9]=3[N:10]=[C:11]([C:13]3[CH:18]=[CH:17][C:16]([NH:19][C:20]([NH:22][C:23]4[CH:28]=[CH:27][N:26]=[CH:25][CH:24]=4)=[O:21])=[CH:15][CH:14]=3)[N:12]=2)[CH2:6][CH2:5][O:4][CH2:3][CH2:2]1.CO.[BH4-].[Na+].[OH-].[Na+], predict the reaction product. The product is: [OH:34][CH2:33][CH2:32][N:29]1[C:9]2[N:10]=[C:11]([C:13]3[CH:18]=[CH:17][C:16]([NH:19][C:20]([NH:22][C:23]4[CH:24]=[CH:25][N:26]=[CH:27][CH:28]=4)=[O:21])=[CH:15][CH:14]=3)[N:12]=[C:7]([N:1]3[CH2:6][CH2:5][O:4][CH2:3][CH2:2]3)[C:8]=2[CH:31]=[CH:30]1. (5) Given the reactants CO[C:3]1[C:4](=[O:26])[C:5]([C:15]2[N:19]([C:20]3[CH:25]=[CH:24][CH:23]=[CH:22][CH:21]=3)[N:18]=[CH:17][CH:16]=2)=[N:6][N:7]([C:9]2[CH:14]=[CH:13][N:12]=[CH:11][CH:10]=2)[CH:8]=1.[CH2:27]([Br:34])[C:28]1[CH:33]=[CH:32][CH:31]=[CH:30][CH:29]=1, predict the reaction product. The product is: [Br-:34].[CH2:27]([N+:12]1[CH:13]=[CH:14][C:9]([N:7]2[CH:8]=[CH:3][C:4](=[O:26])[C:5]([C:15]3[N:19]([C:20]4[CH:21]=[CH:22][CH:23]=[CH:24][CH:25]=4)[N:18]=[CH:17][CH:16]=3)=[N:6]2)=[CH:10][CH:11]=1)[C:28]1[CH:33]=[CH:32][CH:31]=[CH:30][CH:29]=1.